This data is from Reaction yield outcomes from USPTO patents with 853,638 reactions. The task is: Predict the reaction yield, written as a fraction of the theoretical maximum amount of product (1.0 means a 100% yield; for example, 0.34 means a 34% yield). (1) The reactants are [F:1][C:2]1[CH:3]=[C:4]([CH:8]=[CH:9][C:10]=1[O:11][CH3:12])[C:5](O)=[O:6].C([N:15](CC)CC)C.C(OC(Cl)=O)C(C)C.N. The catalyst is O1CCCC1.C(OCC)(=O)C. The product is [F:1][C:2]1[CH:3]=[C:4]([CH:8]=[CH:9][C:10]=1[O:11][CH3:12])[C:5]([NH2:15])=[O:6]. The yield is 0.700. (2) The yield is 0.925. The catalyst is C1COCC1.C(Cl)Cl. The reactants are F.F.F.C(N(CC)CC)C.C(N(CC)CC)C.[Si]([O:35][CH2:36][C@H:37]1[O:41][C@@H:40]([N:42]2[CH:49]=[C:48]([CH3:50])[C:46](=[O:47])[NH:45][C:43]2=[O:44])[C@H:39]([O:51][CH2:52][CH2:53][O:54][N:55]([CH3:57])[CH3:56])[C@@H:38]1[OH:58])(C(C)(C)C)(C1C=CC=CC=1)C1C=CC=CC=1.CO. The product is [CH3:56][N:55]([CH3:57])[O:54][CH2:53][CH2:52][O:51][C@@H:39]1[C@H:38]([OH:58])[C@@H:37]([CH2:36][OH:35])[O:41][C@H:40]1[N:42]1[CH:49]=[C:48]([CH3:50])[C:46](=[O:47])[NH:45][C:43]1=[O:44]. (3) The product is [CH3:10][O:11][C:12](=[O:21])/[C:13](/[C:46]1[CH:45]=[CH:44][C:43]([N:49]2[C:53]([CH3:54])=[N:52][N:51]=[N:50]2)=[C:42]([Cl:41])[CH:47]=1)=[CH:14]/[CH:15]1[CH2:19][CH2:18][CH2:17][CH2:16]1. The reactants are BrCCBr.C[Si](Cl)(C)C.[CH3:10][O:11][C:12](=[O:21])/[C:13](/I)=[CH:14]\[CH:15]1[CH2:19][CH2:18][CH2:17][CH2:16]1.C1(P(C2C=CC=CC=2)C2C=CC=CC=2)C=CC=CC=1.[Cl:41][C:42]1[CH:47]=[C:46](I)[CH:45]=[CH:44][C:43]=1[N:49]1[C:53]([CH3:54])=[N:52][N:51]=[N:50]1.[Cl-].[NH4+]. The catalyst is O1CCCC1.[Zn].C1C=CC(/C=C/C(/C=C/C2C=CC=CC=2)=O)=CC=1.C1C=CC(/C=C/C(/C=C/C2C=CC=CC=2)=O)=CC=1.[Pd]. The yield is 0.910. (4) The reactants are Cl.[CH3:2][C:3]1[C:7]([CH2:8][N:9]2[CH:13]=[C:12]([NH2:14])[CH:11]=[N:10]2)=[C:6]([CH3:15])[O:5][N:4]=1.[O:16]1[C:20]2[CH:21]=[CH:22][C:23]([C:25](O)=[O:26])=[CH:24][C:19]=2[O:18][CH2:17]1.OC1C2N=NNC=2C=CC=1.C(O)C(N)(CO)CO. The catalyst is CN(C)C=O.C(#N)C. The product is [CH3:2][C:3]1[C:7]([CH2:8][N:9]2[CH:13]=[C:12]([NH:14][C:25]([C:23]3[CH:22]=[CH:21][C:20]4[O:16][CH2:17][O:18][C:19]=4[CH:24]=3)=[O:26])[CH:11]=[N:10]2)=[C:6]([CH3:15])[O:5][N:4]=1. The yield is 0.0600. (5) The reactants are Br[C:2]1[CH:10]=[CH:9][CH:8]=[C:7]2[C:3]=1[CH:4]=[CH:5][NH:6]2.[B:11]1([B:11]2[O:15][C:14]([CH3:17])([CH3:16])[C:13]([CH3:19])([CH3:18])[O:12]2)[O:15][C:14]([CH3:17])([CH3:16])[C:13]([CH3:19])([CH3:18])[O:12]1.C([O-])(=O)C.[K+].O. The catalyst is CS(C)=O.C1C=CC(P(C2C=CC=CC=2)[C-]2C=CC=C2)=CC=1.C1C=CC(P(C2C=CC=CC=2)[C-]2C=CC=C2)=CC=1.Cl[Pd]Cl.[Fe+2]. The product is [CH3:18][C:13]1([CH3:19])[C:14]([CH3:17])([CH3:16])[O:15][B:11]([C:2]2[CH:10]=[CH:9][CH:8]=[C:7]3[C:3]=2[CH:4]=[CH:5][NH:6]3)[O:12]1. The yield is 0.600. (6) The reactants are [Cl:1][C:2]1[N:7]=[C:6](Cl)[C:5]([C:9]#[N:10])=[C:4]([Cl:11])[N:3]=1.C(N(C(C)C)C(C)C)C.[CH2:21]([CH2:23][NH2:24])[OH:22]. The catalyst is O1CCOCC1. The product is [Cl:1][C:2]1[N:3]=[C:4]([Cl:11])[C:5]([C:9]#[N:10])=[C:6]([NH:24][CH2:23][CH2:21][OH:22])[N:7]=1. The yield is 0.250.